Dataset: Catalyst prediction with 721,799 reactions and 888 catalyst types from USPTO. Task: Predict which catalyst facilitates the given reaction. (1) Reactant: [NH2:1][C:2]1[O:6][N:5]=[C:4]([C:7]2[CH:12]=[CH:11][CH:10]=[C:9]([F:13])[CH:8]=2)[C:3]=1[C:14]([OH:16])=O.Cl.C(N=C=NCCCN(C)C)C.[CH3:29][O:30][C:31]1[CH:36]=[CH:35][CH:34]=[CH:33][C:32]=1[N:37]1[CH2:42][CH2:41][NH:40][CH2:39][CH2:38]1. Product: [NH2:1][C:2]1[O:6][N:5]=[C:4]([C:7]2[CH:12]=[CH:11][CH:10]=[C:9]([F:13])[CH:8]=2)[C:3]=1[C:14]([N:40]1[CH2:39][CH2:38][N:37]([C:32]2[CH:33]=[CH:34][CH:35]=[CH:36][C:31]=2[O:30][CH3:29])[CH2:42][CH2:41]1)=[O:16]. The catalyst class is: 4. (2) Reactant: [F:1][C:2]([F:7])([F:6])[C:3]([OH:5])=[O:4].[C:8]([C:10]1[CH:11]=[C:12]([C:20]2[O:24][N:23]=[C:22]([C:25]3[CH:46]=[CH:45][C:28]4[CH2:29][CH2:30][N:31]([C:34](=[O:44])[CH2:35][NH:36]C(=O)OC(C)(C)C)[CH2:32][CH2:33][C:27]=4[CH:26]=3)[N:21]=2)[CH:13]=[CH:14][C:15]=1[O:16][CH:17]([CH3:19])[CH3:18])#[N:9]. Product: [F:1][C:2]([F:7])([F:6])[C:3]([OH:5])=[O:4].[NH2:36][CH2:35][C:34]([N:31]1[CH2:30][CH2:29][C:28]2[CH:45]=[CH:46][C:25]([C:22]3[N:21]=[C:20]([C:12]4[CH:13]=[CH:14][C:15]([O:16][CH:17]([CH3:19])[CH3:18])=[C:10]([CH:11]=4)[C:8]#[N:9])[O:24][N:23]=3)=[CH:26][C:27]=2[CH2:33][CH2:32]1)=[O:44]. The catalyst class is: 2. (3) Reactant: I[C:2]1[CH:7]=[C:6]([Br:8])[C:5]([O:9][CH3:10])=[CH:4][C:3]=1[O:11][CH2:12][O:13][CH3:14].C([O-])(=O)C.[K+].[B:20]1(B2OCC(C)(C)CO2)[O:25]CC(C)(C)C[O:21]1. Product: [CH3:14][O:13][CH2:12][O:11][C:3]1[CH:4]=[C:5]([O:9][CH3:10])[C:6]([Br:8])=[CH:7][C:2]=1[B:20]([OH:25])[OH:21]. The catalyst class is: 140. (4) Product: [Cl:24][C:25]1[C:33]([Cl:34])=[CH:32][CH:31]=[CH:30][C:26]=1[C:27]([N:11]1[CH2:12][CH2:13][N:8]([C:5]2[CH:4]=[CH:3][C:2]([F:1])=[CH:7][CH:6]=2)[C:9](=[O:14])[CH2:10]1)=[O:28]. Reactant: [F:1][C:2]1[CH:7]=[CH:6][C:5]([N:8]2[CH2:13][CH2:12][NH:11][CH2:10][C:9]2=[O:14])=[CH:4][CH:3]=1.C(N(C(C)C)C(C)C)C.[Cl:24][C:25]1[C:33]([Cl:34])=[CH:32][CH:31]=[CH:30][C:26]=1[C:27](Cl)=[O:28].C(O)(=O)CC(CC(O)=O)(C(O)=O)O. The catalyst class is: 4. (5) Reactant: CC1[N:3]([C:8]2[N:13]=[C:12]([CH2:14][C:15]([N:17]3[C:25]4[C:20](=[CH:21][C:22]([NH:26][C:27]([C:29]5[C:30]([C:35]6[CH:40]=[CH:39][C:38]([C:41]([F:44])([F:43])[F:42])=[CH:37][CH:36]=6)=[CH:31][CH:32]=[CH:33][CH:34]=5)=[O:28])=[CH:23][CH:24]=4)[CH2:19][CH2:18]3)=[O:16])[CH:11]=[CH:10][N:9]=2)C(C)=CC=1.Cl.NO.C(N(CC)CC)C. Product: [NH2:3][C:8]1[N:13]=[C:12]([CH2:14][C:15]([N:17]2[C:25]3[C:20](=[CH:21][C:22]([NH:26][C:27]([C:29]4[C:30]([C:35]5[CH:36]=[CH:37][C:38]([C:41]([F:43])([F:44])[F:42])=[CH:39][CH:40]=5)=[CH:31][CH:32]=[CH:33][CH:34]=4)=[O:28])=[CH:23][CH:24]=3)[CH2:19][CH2:18]2)=[O:16])[CH:11]=[CH:10][N:9]=1. The catalyst class is: 40. (6) Reactant: [Br:1][C:2]1[CH:15]=[CH:14][C:13]2[CH:12]3[CH:16]([OH:19])[CH:17]([OH:18])[CH:5]([C:6]4[C:11]3=[CH:10][CH:9]=[CH:8][CH:7]=4)[C:4]=2[CH:3]=1.C([O-])(=O)C.C([O-])(=O)C.C([O-])(=O)C.C([O-])(=O)C.[Pb+4].C(=O)([O-])[O-].[Na+].[Na+]. Product: [Br:1][C:2]1[CH:15]=[CH:14][C:13]2[C:4](=[C:5]([CH:17]=[O:18])[C:6]3[C:11]([C:12]=2[CH:16]=[O:19])=[CH:10][CH:9]=[CH:8][CH:7]=3)[CH:3]=1. The catalyst class is: 10. (7) Reactant: [C:1]([C:3]1[CH:4]=[C:5]([C:13]2[O:17][N:16]=[C:15]([C:18]3[CH:39]=[CH:38][C:21]4[CH2:22][CH2:23][N:24]([C:27](=[O:37])[CH2:28][NH:29]C(=O)OC(C)(C)C)[CH2:25][CH2:26][C:20]=4[CH:19]=3)[N:14]=2)[CH:6]=[N:7][C:8]=1[O:9][CH2:10][CH2:11][CH3:12])#[N:2].FC(F)(F)C(O)=O. Product: [NH2:29][CH2:28][C:27]([N:24]1[CH2:23][CH2:22][C:21]2[CH:38]=[CH:39][C:18]([C:15]3[N:14]=[C:13]([C:5]4[CH:4]=[C:3]([C:1]#[N:2])[C:8]([O:9][CH2:10][CH2:11][CH3:12])=[N:7][CH:6]=4)[O:17][N:16]=3)=[CH:19][C:20]=2[CH2:26][CH2:25]1)=[O:37]. The catalyst class is: 2. (8) Reactant: C1(C2C=CC=CC=2)C=CC([C@@:7]2([S:30][CH2:31][CH2:32][CH2:33][CH3:34])[CH2:11][N:10]([C:12](=[O:26])[C@@H:13]([NH:18][C:19]([O:21][C:22]([CH3:25])([CH3:24])[CH3:23])=[O:20])[C:14]([CH3:17])([CH3:16])[CH3:15])[C@H:9]([C:27](O)=[O:28])[CH2:8]2)=CC=1.[C:41]1([CH3:51])[CH:46]=[CH:45][C:44](S(O)(=O)=O)=[CH:43][CH:42]=1.[NH2:52][C@:53]1([C:58]([NH:60][S:61]([CH:64]2[CH2:66][CH2:65]2)(=[O:63])=[O:62])=[O:59])[CH2:55][C@H:54]1[CH:56]=[CH2:57].O.CN(C(ON1N=N[C:78]2[CH:79]=[CH:80][CH:81]=N[C:77]1=2)=[N+](C)C)C.F[P-](F)(F)(F)(F)F.C(N(CC)C(C)C)(C)C. Product: [C:51]1([C:41]2[CH:42]=[CH:43][CH:44]=[CH:45][CH:46]=2)[CH:81]=[CH:80][C:79]([C@@:7]2([S:30][CH2:31][CH2:32][CH2:33][CH3:34])[CH2:11][N:10]([C:12](=[O:26])[C@@H:13]([NH:18][C:19](=[O:20])[O:21][C:22]([CH3:24])([CH3:23])[CH3:25])[C:14]([CH3:15])([CH3:16])[CH3:17])[C@H:9]([C:27](=[O:28])[NH:52][C@:53]3([C:58](=[O:59])[NH:60][S:61]([CH:64]4[CH2:66][CH2:65]4)(=[O:63])=[O:62])[CH2:55][C@H:54]3[CH:56]=[CH2:57])[CH2:8]2)=[CH:78][CH:77]=1. The catalyst class is: 2.